Dataset: Reaction yield outcomes from USPTO patents with 853,638 reactions. Task: Predict the reaction yield, written as a fraction of the theoretical maximum amount of product (1.0 means a 100% yield; for example, 0.34 means a 34% yield). (1) The reactants are [NH2:1][CH2:2][CH:3]1[CH2:6][N:5]([S:7]([C:10]2[C:18]3[C:13](=[N:14][CH:15]=[CH:16][CH:17]=3)[S:12][C:11]=2[NH:19][C:20]2[CH:25]=[CH:24][C:23]([I:26])=[CH:22][C:21]=2[F:27])(=[O:9])=[O:8])[CH2:4]1.C(N(CC)C(C)C)(C)C.Br[CH2:38][C:39]([O:41][CH2:42][CH3:43])=[O:40].CCOC(C)=O. The catalyst is CN(C=O)C. The product is [F:27][C:21]1[CH:22]=[C:23]([I:26])[CH:24]=[CH:25][C:20]=1[NH:19][C:11]1[S:12][C:13]2=[N:14][CH:15]=[CH:16][CH:17]=[C:18]2[C:10]=1[S:7]([N:5]1[CH2:6][CH:3]([CH2:2][NH:1][CH2:38][C:39]([O:41][CH2:42][CH3:43])=[O:40])[CH2:4]1)(=[O:8])=[O:9]. The yield is 0.200. (2) The reactants are [Cl:1][C:2]1[C:3]2[CH2:4][C:5]3[CH2:9][N:8]([C@@H:10]([CH2:14][CH:15]4[CH2:20]CCC[CH2:16]4)[C:11](O)=[O:12])[C:7](=[O:21])[C:6]=3[O:22][C:23]=2[CH:24]=[CH:25][CH:26]=1.C(Cl)(=O)C(Cl)=O.[Cl:33][C:34]1[CH:35]=[CH:36][C:37]([NH2:40])=[N:38][CH:39]=1. The catalyst is C(Cl)Cl.O. The product is [Cl:33][C:34]1[CH:35]=[CH:36][C:37]([NH:40][C:11](=[O:12])[C@@H:10]([N:8]2[CH2:9][C:5]3[CH2:4][C:3]4[C:2]([Cl:1])=[CH:26][CH:25]=[CH:24][C:23]=4[O:22][C:6]=3[C:7]2=[O:21])[CH2:14][CH:15]([CH3:16])[CH3:20])=[N:38][CH:39]=1. The yield is 0.363. (3) The reactants are [Si:1]([O:8][CH2:9][C:10]1[CH:19]=[CH:18][C:13]([C:14]([NH:16][NH2:17])=[O:15])=[CH:12][CH:11]=1)([C:4]([CH3:7])([CH3:6])[CH3:5])([CH3:3])[CH3:2].Cl.[CH:21]1([C:24](=N)OCC)[CH2:23][CH2:22]1. No catalyst specified. The product is [Si:1]([O:8][CH2:9][C:10]1[CH:11]=[CH:12][C:13]([C:14]2[O:15][C:24]([CH:21]3[CH2:23][CH2:22]3)=[N:17][N:16]=2)=[CH:18][CH:19]=1)([C:4]([CH3:7])([CH3:6])[CH3:5])([CH3:3])[CH3:2]. The yield is 0.400. (4) The reactants are [C:1]1([CH3:19])[CH:6]=[CH:5][CH:4]=[C:3]([O:7][CH2:8][C:9]2[CH:18]=[CH:17][C:12]([C:13]([O:15]C)=[O:14])=[CH:11][CH:10]=2)[CH:2]=1.[OH-].[Na+].Cl. The catalyst is CCO.O. The product is [C:1]1([CH3:19])[CH:6]=[CH:5][CH:4]=[C:3]([O:7][CH2:8][C:9]2[CH:10]=[CH:11][C:12]([C:13]([OH:15])=[O:14])=[CH:17][CH:18]=2)[CH:2]=1. The yield is 0.880. (5) The reactants are [Cl:1][C:2]1[CH:19]=[CH:18][C:5]([O:6][C:7]2[CH:8]=[C:9]([CH:15]=[CH:16][CH:17]=2)[C:10]([N:12]([CH3:14])[CH3:13])=[O:11])=[C:4]([N+:20]([O-])=O)[CH:3]=1.Cl[Sn]Cl. No catalyst specified. The product is [NH2:20][C:4]1[CH:3]=[C:2]([Cl:1])[CH:19]=[CH:18][C:5]=1[O:6][C:7]1[CH:8]=[C:9]([CH:15]=[CH:16][CH:17]=1)[C:10]([N:12]([CH3:13])[CH3:14])=[O:11]. The yield is 0.680. (6) The reactants are [H-].[Na+].N1([C:12]([C:14]2[C:15]([NH:22][CH:23]3[CH2:28][CH2:27][CH2:26][CH2:25][CH2:24]3)=[N:16][C:17]([S:20][CH3:21])=[N:18][CH:19]=2)=[O:13])C2C=CC=CC=2N=N1.C(OC(C)(C)C)(=O)[CH2:30][C:31]([O:33][CH2:34][CH3:35])=[O:32].OS([O-])(=O)=O.[Na+].FC(F)(F)C(O)=O. The catalyst is CN(C=O)C.C(Cl)Cl. The product is [CH2:34]([O:33][C:31](=[O:32])[CH2:30][C:12]([C:14]1[C:15]([NH:22][CH:23]2[CH2:24][CH2:25][CH2:26][CH2:27][CH2:28]2)=[N:16][C:17]([S:20][CH3:21])=[N:18][CH:19]=1)=[O:13])[CH3:35]. The yield is 0.900.